Dataset: Reaction yield outcomes from USPTO patents with 853,638 reactions. Task: Predict the reaction yield, written as a fraction of the theoretical maximum amount of product (1.0 means a 100% yield; for example, 0.34 means a 34% yield). (1) The reactants are [Cl:1][C:2]1[CH:3]=[C:4]([NH:10][C:11]2[N:16]=[C:15](Cl)[N:14]=[C:13]([Cl:18])[N:12]=2)[CH:5]=[CH:6][C:7]=1[O:8][CH3:9].[CH:19]1([NH2:26])[CH2:25][CH2:24][CH2:23][CH2:22][CH2:21][CH2:20]1.O.[OH-].[Na+]. The catalyst is CC(C)=O.C(OCC)(=O)C. The product is [Cl:18][C:13]1[N:12]=[C:11]([NH:10][C:4]2[CH:5]=[CH:6][C:7]([O:8][CH3:9])=[C:2]([Cl:1])[CH:3]=2)[N:16]=[C:15]([NH:26][CH:19]2[CH2:25][CH2:24][CH2:23][CH2:22][CH2:21][CH2:20]2)[N:14]=1. The yield is 0.705. (2) The reactants are [Si]([O:8][CH:9]1[CH2:13][CH:12]([C:14]([O:16][CH2:17][CH3:18])=[O:15])[CH:11]([CH2:19][CH3:20])[CH2:10]1)(C(C)(C)C)(C)C.C([SiH](CC)CC)C.[O:28]1[CH2:33][CH2:32][C:31](=O)[CH2:30][CH2:29]1. The catalyst is CC#N.[Bi](Br)(Br)Br. The product is [CH2:19]([CH:11]1[CH2:10][CH:9]([O:8][CH:31]2[CH2:32][CH2:33][O:28][CH2:29][CH2:30]2)[CH2:13][CH:12]1[C:14]([O:16][CH2:17][CH3:18])=[O:15])[CH3:20]. The yield is 0.980. (3) The reactants are CON(C)[C:4](=[O:13])[CH2:5][CH2:6][C:7]1[CH:12]=[CH:11][CH:10]=[CH:9][CH:8]=1.[CH3:15][N:16]([CH3:25])[C:17]1[CH:22]=[CH:21][C:20]([Mg]Br)=[CH:19][CH:18]=1. The catalyst is O1CCCC1. The product is [CH3:15][N:16]([CH3:25])[C:17]1[CH:22]=[CH:21][C:20]([C:4](=[O:13])[CH2:5][CH2:6][C:7]2[CH:8]=[CH:9][CH:10]=[CH:11][CH:12]=2)=[CH:19][CH:18]=1. The yield is 0.980. (4) The catalyst is C(O)(=O)C.CC[N+](CC)(CC)CC.[Br-]. The product is [CH3:25][C@@:17]1([OH:18])[C@H:19]([OH:20])[C@@H:21]([CH2:23][OH:24])[O:22][C@H:16]1[N:14]1[CH2:13][C:5]2=[CH:6][CH:7]=[C:8]3[C:9](=[O:12])[NH:10][NH:11][C:2](=[O:27])[C:3](=[C:4]23)[NH:15]1. The yield is 0.800. The reactants are N[C:2]1[C:3]2[C:4]3[C:5](=[CH:13][N:14]([C@@H:16]4[O:22][C@H:21]([CH2:23][OH:24])[C@@H:19]([OH:20])[C@@:17]4([CH3:25])[OH:18])[N:15]=2)[CH:6]=[CH:7][C:8]=3[C:9](=[O:12])[NH:10][N:11]=1.N([O-])=[O:27].[Na+]. (5) The reactants are [NH2:1][C:2]1[S:3][C:4]2[C:9]([N:10]=1)=[CH:8][CH:7]=[C:6]([O:11][C:12]1[C:13]([Cl:33])=[CH:14][C:15]([F:32])=[C:16]([NH:18][C:19](=[O:31])[C:20]3[CH:25]=[CH:24][CH:23]=[C:22]([C:26]([C:29]#[N:30])([CH3:28])[CH3:27])[CH:21]=3)[CH:17]=1)[N:5]=2.[CH3:34][O:35][CH2:36][C:37](Cl)=[O:38]. The catalyst is N1C=CC=CC=1.C(OCC)(=O)C. The product is [Cl:33][C:13]1[C:12]([O:11][C:6]2[N:5]=[C:4]3[S:3][C:2]([NH:1][C:37](=[O:38])[CH2:36][O:35][CH3:34])=[N:10][C:9]3=[CH:8][CH:7]=2)=[CH:17][C:16]([NH:18][C:19](=[O:31])[C:20]2[CH:25]=[CH:24][CH:23]=[C:22]([C:26]([C:29]#[N:30])([CH3:28])[CH3:27])[CH:21]=2)=[C:15]([F:32])[CH:14]=1. The yield is 0.650. (6) The catalyst is C(Cl)Cl.CCOC(C)=O. The product is [Cl:1][C:2]1[N:7]=[C:6]([C:8]2[N:36]3[CH:35]=[CH:37][CH:38]=[CH:40][C:31]3=[N:32][C:9]=2[C:11]2[CH:12]=[CH:13][C:14]([O:28][CH3:29])=[C:15]([CH:27]=2)[C:16]([NH:18][C:19]2[C:24]([F:25])=[CH:23][CH:22]=[CH:21][C:20]=2[F:26])=[O:17])[CH:5]=[CH:4][N:3]=1. The yield is 0.720. The reactants are [Cl:1][C:2]1[N:7]=[C:6]([CH2:8][C:9]([C:11]2[CH:12]=[CH:13][C:14]([O:28][CH3:29])=[C:15]([CH:27]=2)[C:16]([NH:18][C:19]2[C:24]([F:25])=[CH:23][CH:22]=[CH:21][C:20]=2[F:26])=[O:17])=O)[CH:5]=[CH:4][N:3]=1.Cl[C:31]1[N:36]=[C:35](/[CH:37]=[C:38](\[C:40]2C=CC(OC)=C(C=2)C(NC2C(F)=CC=CC=2F)=O)/O)C=C[N:32]=1.C1C(=O)N(Br)C(=O)C1.NC1C=CC=CN=1.C([O-])(O)=O.[Na+]. (7) The reactants are [NH2:1][C@H:2]([CH2:5][CH3:6])[CH2:3][OH:4].[C:7](Cl)([C:20]1[CH:25]=[CH:24][CH:23]=[CH:22][CH:21]=1)([C:14]1[CH:19]=[CH:18][CH:17]=[CH:16][CH:15]=1)[C:8]1[CH:13]=[CH:12][CH:11]=[CH:10][CH:9]=1.CCCCCC.CO. The catalyst is C(Cl)Cl. The product is [C:7]([NH:1][C@H:2]([CH2:5][CH3:6])[CH2:3][OH:4])([C:8]1[CH:13]=[CH:12][CH:11]=[CH:10][CH:9]=1)([C:20]1[CH:21]=[CH:22][CH:23]=[CH:24][CH:25]=1)[C:14]1[CH:15]=[CH:16][CH:17]=[CH:18][CH:19]=1. The yield is 0.860.